This data is from Forward reaction prediction with 1.9M reactions from USPTO patents (1976-2016). The task is: Predict the product of the given reaction. (1) Given the reactants [Br:1][C:2]1[CH:7]=[CH:6][C:5]([OH:8])=[CH:4][CH:3]=1.[CH3:9][N:10]([CH3:15])[CH2:11][C@@H:12](O)[CH3:13].C1(P(C2C=CC=CC=2)C2C=CC=CC=2)C=CC=CC=1.N(C(OC(C)(C)C)=O)=NC(OC(C)(C)C)=O, predict the reaction product. The product is: [Br:1][C:2]1[CH:7]=[CH:6][C:5]([O:8][C@H:12]([CH3:13])[CH2:11][N:10]([CH3:15])[CH3:9])=[CH:4][CH:3]=1. (2) The product is: [CH2:1]([NH:3][C:4]([C:6]1[CH:7]=[C:8]([CH:13]=[CH:14][N:15]=1)[C:9]([OH:11])=[O:10])=[O:5])[CH3:2]. Given the reactants [CH2:1]([NH:3][C:4]([C:6]1[CH:7]=[C:8]([CH:13]=[CH:14][N:15]=1)[C:9]([O:11]C)=[O:10])=[O:5])[CH3:2].[OH-].[Na+].Cl, predict the reaction product. (3) Given the reactants [CH:1]1([CH2:6][CH:7]([C:11]2[CH:16]=[CH:15][C:14]([C:17]#[C:18][C:19]3[CH:24]=[CH:23][CH:22]=[CH:21][N:20]=3)=[CH:13][CH:12]=2)[C:8]([OH:10])=O)[CH2:5][CH2:4][CH2:3][CH2:2]1.F[P-](F)(F)(F)(F)F.N1(O[P+](N(C)C)(N(C)C)N(C)C)C2C=CC=CC=2N=N1.C(N(CC)CC)C.[NH2:59][C:60]1[S:61][CH:62]=[CH:63][N:64]=1, predict the reaction product. The product is: [CH:1]1([CH2:6][CH:7]([C:11]2[CH:12]=[CH:13][C:14]([C:17]#[C:18][C:19]3[CH:24]=[CH:23][CH:22]=[CH:21][N:20]=3)=[CH:15][CH:16]=2)[C:8]([NH:59][C:60]2[S:61][CH:62]=[CH:63][N:64]=2)=[O:10])[CH2:2][CH2:3][CH2:4][CH2:5]1. (4) Given the reactants [F:1][C:2]([F:16])([C:6]1[CH:11]=[CH:10][C:9]([C:12]([O:14][CH3:15])=[O:13])=[CH:8][CH:7]=1)[C:3]([OH:5])=O.[Cl-].[Cl-].[NH3+:19][C@@H:20]([C:22]1[CH:27]=[CH:26][C:25]([O:28][CH2:29][C:30]([F:33])([F:32])[F:31])=[CH:24][NH+:23]=1)[CH3:21].C1C=NC2N(O)N=NC=2C=1.C(Cl)CCl.CCN(C(C)C)C(C)C, predict the reaction product. The product is: [F:16][C:2]([C:6]1[CH:11]=[CH:10][C:9]([C:12]([O:14][CH3:15])=[O:13])=[CH:8][CH:7]=1)([F:1])[C:3](=[O:5])[NH:19][C@@H:20]([C:22]1[CH:27]=[CH:26][C:25]([O:28][CH2:29][C:30]([F:33])([F:31])[F:32])=[CH:24][N:23]=1)[CH3:21]. (5) Given the reactants [CH3:1][O:2][C:3](=[O:25])[C:4]1[CH:9]=[CH:8][CH:7]=[CH:6][C:5]=1[NH:10][C:11]1[N:15]([C:16]2[CH:21]=[CH:20][CH:19]=[C:18]([F:22])[C:17]=2[CH3:23])[N:14]=[C:13]([CH3:24])[CH:12]=1.[Br:26]N1C(C)(C)C(=O)N(Br)C1=O, predict the reaction product. The product is: [CH3:1][O:2][C:3](=[O:25])[C:4]1[CH:9]=[CH:8][CH:7]=[CH:6][C:5]=1[NH:10][C:11]1[N:15]([C:16]2[CH:21]=[CH:20][CH:19]=[C:18]([F:22])[C:17]=2[CH3:23])[N:14]=[C:13]([CH3:24])[C:12]=1[Br:26].